Dataset: Acute oral toxicity (LD50) regression data from Zhu et al.. Task: Regression/Classification. Given a drug SMILES string, predict its toxicity properties. Task type varies by dataset: regression for continuous values (e.g., LD50, hERG inhibition percentage) or binary classification for toxic/non-toxic outcomes (e.g., AMES mutagenicity, cardiotoxicity, hepatotoxicity). Dataset: ld50_zhu. The compound is CNC(=O)ON=CC(C)(C)SC. The rat oral LD50 is 5.47, given as -log10 of the dose in mol/kg body weight (higher means more acutely toxic).